Predict the reactants needed to synthesize the given product. From a dataset of Full USPTO retrosynthesis dataset with 1.9M reactions from patents (1976-2016). (1) Given the product [CH2:1]([O:8][C@H:9]1[C@H:15]([O:16][CH2:17][C:18]2[CH:19]=[CH:20][CH:21]=[CH:22][CH:23]=2)[C@@H:14]([O:24][CH2:25][C:26]2[CH:31]=[CH:30][CH:29]=[CH:28][CH:27]=2)[C@:13]2([C:33]3[CH:38]=[CH:37][C:36]([Cl:39])=[C:35]([CH2:40][C:41]4[CH:46]=[CH:45][C:44]([O:47][CH3:48])=[C:43]([F:49])[C:42]=4[F:50])[CH:34]=3)[O:32][C@@:10]1([CH:51]=[O:52])[CH2:11][O:12]2)[C:2]1[CH:7]=[CH:6][CH:5]=[CH:4][CH:3]=1, predict the reactants needed to synthesize it. The reactants are: [CH2:1]([O:8][C@H:9]1[C@H:15]([O:16][CH2:17][C:18]2[CH:23]=[CH:22][CH:21]=[CH:20][CH:19]=2)[C@@H:14]([O:24][CH2:25][C:26]2[CH:31]=[CH:30][CH:29]=[CH:28][CH:27]=2)[C@:13]2([C:33]3[CH:38]=[CH:37][C:36]([Cl:39])=[C:35]([CH2:40][C:41]4[CH:46]=[CH:45][C:44]([O:47][CH3:48])=[C:43]([F:49])[C:42]=4[F:50])[CH:34]=3)[O:32][C@@:10]1([CH2:51][OH:52])[CH2:11][O:12]2)[C:2]1[CH:7]=[CH:6][CH:5]=[CH:4][CH:3]=1.I(C1C=CC=CC=1C(O)=O)(=O)=O. (2) Given the product [Br:20][C:18]1[CH:19]=[C:14]([NH:12][C:9]2[CH:8]=[C:7]([C:1]3[CH:2]=[CH:3][CH:4]=[CH:5][CH:6]=3)[O:11][N:10]=2)[C:15](=[O:22])[N:16]([CH3:21])[CH:17]=1, predict the reactants needed to synthesize it. The reactants are: [C:1]1([C:7]2[O:11][N:10]=[C:9]([NH2:12])[CH:8]=2)[CH:6]=[CH:5][CH:4]=[CH:3][CH:2]=1.Br[C:14]1[C:15](=[O:22])[N:16]([CH3:21])[CH:17]=[C:18]([Br:20])[CH:19]=1.CC1(C)C2C(=C(P(C3C=CC=CC=3)C3C=CC=CC=3)C=CC=2)OC2C(P(C3C=CC=CC=3)C3C=CC=CC=3)=CC=CC1=2.C(=O)([O-])[O-].[Cs+].[Cs+]. (3) The reactants are: [C:1]([C:3]1[C:4](=O)[NH:5][CH:6]=[CH:7][C:8]=1[CH3:9])#[N:2].P(Cl)(Cl)(Cl)(Cl)[Cl:12].P(Cl)(Cl)(Cl)=O. Given the product [Cl:12][C:4]1[C:3]([C:1]#[N:2])=[C:8]([CH3:9])[CH:7]=[CH:6][N:5]=1, predict the reactants needed to synthesize it. (4) The reactants are: [N:1]1[CH:6]=[CH:5][CH:4]=[CH:3][C:2]=1[CH:7]=O.C(O)(=O)[CH2:10][C:11]([OH:13])=[O:12].N1CCCCC1.Cl. Given the product [N:1]1[CH:6]=[CH:5][CH:4]=[CH:3][C:2]=1/[CH:7]=[CH:10]/[C:11]([OH:13])=[O:12], predict the reactants needed to synthesize it. (5) Given the product [CH3:23][C:22]1[CH:21]=[CH:20][N:19]=[CH:18][C:17]=1[N:8]1[CH2:7][CH2:6][C:5]2[C:10](=[CH:11][CH:12]=[C:3]([C:2]([F:1])([F:14])[F:15])[CH:4]=2)[C:9]1=[O:13], predict the reactants needed to synthesize it. The reactants are: [F:1][C:2]([F:15])([F:14])[C:3]1[CH:4]=[C:5]2[C:10](=[CH:11][CH:12]=1)[C:9](=[O:13])[NH:8][CH2:7][CH2:6]2.I[C:17]1[CH:18]=[N:19][CH:20]=[CH:21][C:22]=1[CH3:23].P([O-])([O-])([O-])=O.[K+].[K+].[K+].